The task is: Predict the reactants needed to synthesize the given product.. This data is from Full USPTO retrosynthesis dataset with 1.9M reactions from patents (1976-2016). (1) Given the product [CH2:27]([N:29]1[C:18]([C:17]([O:24][CH2:25][CH3:26])=[O:23])=[CH:11][C:10]([C:7]2[CH:8]=[CH:9][C:4]([O:3][C:2]([F:14])([F:13])[F:1])=[CH:5][CH:6]=2)=[N:30]1)[CH3:28], predict the reactants needed to synthesize it. The reactants are: [F:1][C:2]([F:14])([F:13])[O:3][C:4]1[CH:9]=[CH:8][C:7]([C:10](=O)[CH3:11])=[CH:6][CH:5]=1.[H-].[Na+].[C:17]([O:24][CH2:25][CH3:26])(=[O:23])[C:18](OCC)=O.[CH2:27]([NH:29][NH2:30])[CH3:28]. (2) Given the product [CH3:17]/[C:8](/[C:3]1[CH:2]=[CH:7][CH:6]=[CH:5][CH:4]=1)=[CH:9]\[C:10]1[CH:11]=[CH:12][CH:13]=[CH:14][CH:15]=1, predict the reactants needed to synthesize it. The reactants are: C[C:2]1[CH:7]=[CH:6][CH:5]=[CH:4][C:3]=1/[CH:8]=[CH:9]/[C:10]1[CH:15]=[CH:14][CH:13]=[CH:12][CH:11]=1.Cl[CH2:17]Cl. (3) Given the product [Br:1][C:2]1[CH:7]=[CH:6][C:5]([CH:8]2[C:11](=[O:22])[C:12]3([CH2:17][CH2:16][CH2:15][CH2:14][CH2:13]3)[O:18][C:19]([CH3:21])([CH3:20])[C:10]2=[O:9])=[C:4]([CH2:23][CH3:24])[CH:3]=1, predict the reactants needed to synthesize it. The reactants are: [Br:1][C:2]1[CH:7]=[CH:6][C:5]([CH:8]2[C:10]3([C:19]([CH3:21])([CH3:20])[O:18][C:12]4([CH2:17][CH2:16][CH2:15][CH2:14][CH2:13]4)[C:11]3=[O:22])[O:9]2)=[C:4]([CH2:23][CH3:24])[CH:3]=1.BrC1C=CC(C2C3(C(=O)C(C)(C)OC43CCCCC4)O2)=C(CC)C=1.S(=O)(=O)(O)O. (4) Given the product [CH2:1]([O:3][C:4](=[O:20])[CH2:5][CH:6]([N:10]1[C:14]2[CH:15]=[CH:16][CH:17]=[CH:18][C:13]=2[N:12]([CH2:31][C:29]2[CH:30]=[C:22]([Br:21])[CH:23]=[C:24]3[C:28]=2[N:27]([CH3:36])[CH:26]=[CH:25]3)[C:11]1=[O:19])[CH2:7][CH2:8][CH3:9])[CH3:2], predict the reactants needed to synthesize it. The reactants are: [CH2:1]([O:3][C:4](=[O:20])[CH2:5][CH:6]([N:10]1[C:14]2[CH:15]=[CH:16][CH:17]=[CH:18][C:13]=2[NH:12][C:11]1=[O:19])[CH2:7][CH2:8][CH3:9])[CH3:2].[Br:21][C:22]1[CH:23]=[C:24]2[C:28](=[C:29]([CH2:31][N+](C)(C)C)[CH:30]=1)[N:27]([CH3:36])[CH:26]=[CH:25]2.[I-].C([O-])([O-])=O.[K+].[K+]. (5) Given the product [Br:12][C:3]1[CH:4]=[C:5]([C:8]([F:9])([F:10])[F:11])[CH:6]=[CH:7][C:2]=1[NH:1][CH2:16][C:17]1[CH2:18][N:19]([C:22]([O:24][C:25]([CH3:28])([CH3:27])[CH3:26])=[O:23])[CH2:20][CH:21]=1, predict the reactants needed to synthesize it. The reactants are: [NH2:1][C:2]1[CH:7]=[CH:6][C:5]([C:8]([F:11])([F:10])[F:9])=[CH:4][C:3]=1[Br:12].[H-].[Na+].Cl[CH2:16][C:17]1[CH2:18][N:19]([C:22]([O:24][C:25]([CH3:28])([CH3:27])[CH3:26])=[O:23])[CH2:20][CH:21]=1.O. (6) Given the product [F:23][C:20]1[CH:19]=[CH:18][C:17]([C:16]2[S:15][C:14]([CH3:24])=[N:13][C:12]=2[C:10]([N:4]2[CH2:5][CH2:6][CH2:7][C@@H:8]([CH3:9])[C@H:3]2[CH2:2][NH:1][C:29]2[N:28]=[C:27]([O:26][CH3:25])[CH:32]=[CH:31][N:30]=2)=[O:11])=[CH:22][CH:21]=1, predict the reactants needed to synthesize it. The reactants are: [NH2:1][CH2:2][C@@H:3]1[C@H:8]([CH3:9])[CH2:7][CH2:6][CH2:5][N:4]1[C:10]([C:12]1[N:13]=[C:14]([CH3:24])[S:15][C:16]=1[C:17]1[CH:22]=[CH:21][C:20]([F:23])=[CH:19][CH:18]=1)=[O:11].[CH3:25][O:26][C:27]1[CH:32]=[CH:31][N:30]=[C:29](Cl)[N:28]=1.CCN(C(C)C)C(C)C. (7) Given the product [Cl:7][C:8]1[CH:9]=[CH:10][C:11]([CH:14]([C:16]2[CH:21]=[CH:20][C:19]([Cl:22])=[CH:18][CH:17]=2)[S:1][CH2:2][C:3]([NH:5][CH3:6])=[O:4])=[CH:12][CH:13]=1, predict the reactants needed to synthesize it. The reactants are: [SH:1][CH2:2][C:3]([NH:5][CH3:6])=[O:4].[Cl:7][C:8]1[CH:13]=[CH:12][C:11]([CH:14]([C:16]2[CH:21]=[CH:20][C:19]([Cl:22])=[CH:18][CH:17]=2)O)=[CH:10][CH:9]=1. (8) Given the product [CH3:1][C:2]1[CH:3]=[C:4]([C:9](=[O:35])/[CH:10]=[CH:33]/[C:32]2[N:31]3[C:27]([S:28][CH:29]=[CH:30]3)=[N:26][C:25]=2[C:22]2[CH:21]=[CH:20][C:19]([F:18])=[CH:24][CH:23]=2)[CH:5]=[CH:6][C:7]=1[CH3:8], predict the reactants needed to synthesize it. The reactants are: [CH3:1][C:2]1[CH:3]=[C:4]([CH2:9][C:10](C2C=CC=CC=2)=O)[CH:5]=[CH:6][C:7]=1[CH3:8].[F:18][C:19]1[CH:24]=[CH:23][C:22]([C:25]2[N:26]=[C:27]3[N:31]([C:32]=2[CH:33]=O)[CH:30]=[CH:29][S:28]3)=[CH:21][CH:20]=1.[OH-:35].[Na+]. (9) The reactants are: [O:1]1[CH2:4][CH:3]([N:5]2[CH2:10][CH2:9][NH:8][CH2:7][CH2:6]2)[CH2:2]1.F[C:12]1[CH:19]=[CH:18][C:17]([N+:20]([O-:22])=[O:21])=[CH:16][C:13]=1[C:14]#[N:15].C(=O)([O-])[O-].[K+].[K+]. Given the product [N+:20]([C:17]1[CH:18]=[CH:19][C:12]([N:8]2[CH2:9][CH2:10][N:5]([CH:3]3[CH2:4][O:1][CH2:2]3)[CH2:6][CH2:7]2)=[C:13]([CH:16]=1)[C:14]#[N:15])([O-:22])=[O:21], predict the reactants needed to synthesize it. (10) The reactants are: N[C:2]1[CH:3]=[C:4]([CH:15]=[CH:16][CH:17]=1)[CH2:5][C:6]1[CH:7]=[C:8]([C:11]([O:13][CH3:14])=[O:12])[S:9][CH:10]=1.Cl.N([O-])=O.[Na+].[I:23]I.S(=O)(O)[O-].[Na+]. Given the product [I:23][C:2]1[CH:3]=[C:4]([CH:15]=[CH:16][CH:17]=1)[CH2:5][C:6]1[CH:7]=[C:8]([C:11]([O:13][CH3:14])=[O:12])[S:9][CH:10]=1, predict the reactants needed to synthesize it.